This data is from Full USPTO retrosynthesis dataset with 1.9M reactions from patents (1976-2016). The task is: Predict the reactants needed to synthesize the given product. (1) Given the product [CH3:1][O:2][C:3]1[C:8]2[N:9]=[C:10]([C:12](=[S:27])[NH2:13])[S:11][C:7]=2[C:6]([N:14]2[CH2:15][CH2:16][O:17][CH2:18][CH2:19]2)=[CH:5][CH:4]=1, predict the reactants needed to synthesize it. The reactants are: [CH3:1][O:2][C:3]1[C:8]2[N:9]=[C:10]([C:12]#[N:13])[S:11][C:7]=2[C:6]([N:14]2[CH2:19][CH2:18][O:17][CH2:16][CH2:15]2)=[CH:5][CH:4]=1.C(N(CC)CC)C.[SH2:27]. (2) Given the product [Cl-:1].[Cl-:1].[Cl-:1].[C:6]1([B:12]([C:13]2[CH:18]=[CH:17][CH:16]=[CH:15][CH:14]=2)[C:19]2([Zr+3:5])[CH:23]=[CH:22][CH:21]=[CH:20]2)[CH:11]=[CH:10][CH:9]=[CH:8][CH:7]=1, predict the reactants needed to synthesize it. The reactants are: [Cl-:1].[Cl-].[Cl-].[Cl-].[Zr+4:5].[C:6]1([B:12]([C:19]2[CH:23]=[CH:22][CH2:21][C:20]=2[Si](C)(C)C)[C:13]2[CH:18]=[CH:17][CH:16]=[CH:15][CH:14]=2)[CH:11]=[CH:10][CH:9]=[CH:8][CH:7]=1. (3) Given the product [N:1]1([CH2:8][CH2:9][N:10]2[C:14]3=[N:15][CH:16]=[N:17][C:18]([NH:21][CH3:20])=[C:13]3[CH:12]=[N:11]2)[CH2:7][CH2:6][CH2:5][CH2:4][CH2:3][CH2:2]1, predict the reactants needed to synthesize it. The reactants are: [N:1]1([CH2:8][CH2:9][N:10]2[C:14]3=[N:15][CH:16]=[N:17][C:18](Cl)=[C:13]3[CH:12]=[N:11]2)[CH2:7][CH2:6][CH2:5][CH2:4][CH2:3][CH2:2]1.[CH3:20][NH2:21]. (4) The reactants are: [CH3:1][C:2]1[CH:22]=[CH:21][CH:20]=[CH:19][C:3]=1[CH2:4][O:5][C:6]1[CH:11]=[CH:10][C:9]([CH:12]([C:16]#[C:17][CH3:18])[CH2:13][C:14]#[N:15])=[CH:8][CH:7]=1.[N-:23]=[N+:24]=[N-:25].[Na+].[Cl-].[NH4+].O. Given the product [CH3:1][C:2]1[CH:22]=[CH:21][CH:20]=[CH:19][C:3]=1[CH2:4][O:5][C:6]1[CH:11]=[CH:10][C:9]([CH:12]([C:16]#[C:17][CH3:18])[CH2:13][C:14]2[NH:25][N:24]=[N:23][N:15]=2)=[CH:8][CH:7]=1, predict the reactants needed to synthesize it. (5) Given the product [F:16][C:11]1[CH:12]=[CH:13][CH:14]=[CH:15][C:10]=1[C:7]1[CH:8]=[CH:9][C:4]2[N:5]([CH:17]=[C:2]([C:22]3[CH:21]=[N:20][C:19]([CH3:18])=[C:24]([N+:25]([O-:27])=[O:26])[CH:23]=3)[N:3]=2)[N:6]=1, predict the reactants needed to synthesize it. The reactants are: Cl[C:2]1[N:3]=[C:4]2[CH:9]=[CH:8][C:7]([C:10]3[CH:15]=[CH:14][CH:13]=[CH:12][C:11]=3[F:16])=[N:6][N:5]2[CH:17]=1.[CH3:18][C:19]1[C:24]([N+:25]([O-:27])=[O:26])=[CH:23][C:22](B2OC(C)(C)C(C)(C)O2)=[CH:21][N:20]=1.C([O-])([O-])=O.[Na+].[Na+]. (6) Given the product [C:1]1([S:7]([N:10]2[C:14]3=[N:15][CH:16]=[CH:17][CH:18]=[C:13]3[CH:12]=[C:11]2[C:19]([C:45]2[CH:46]=[CH:47][C:42]([S:39]([CH3:38])(=[O:41])=[O:40])=[CH:43][CH:44]=2)=[CH:20][CH:21]2[CH2:26][CH2:25][CH2:24][CH2:23][O:22]2)(=[O:9])=[O:8])[CH:6]=[CH:5][CH:4]=[CH:3][CH:2]=1, predict the reactants needed to synthesize it. The reactants are: [C:1]1([S:7]([N:10]2[C:14]3=[N:15][CH:16]=[CH:17][CH:18]=[C:13]3[CH:12]=[C:11]2[C:19](OS(C2C=CC(C)=CC=2)(=O)=O)=[CH:20][CH:21]2[CH2:26][CH2:25][CH2:24][CH2:23][O:22]2)(=[O:9])=[O:8])[CH:6]=[CH:5][CH:4]=[CH:3][CH:2]=1.[CH3:38][S:39]([C:42]1[CH:47]=[CH:46][C:45](B(O)O)=[CH:44][CH:43]=1)(=[O:41])=[O:40].C(=O)([O-])[O-].[Na+].[Na+]. (7) Given the product [Cl:34][C:30]1[C:31]([F:33])=[CH:32][C:10]2[N:9]=[C:8]([CH:1]([O:44][CH3:43])[C:2]3[CH:7]=[CH:6][CH:5]=[CH:4][CH:3]=3)[N:12]([CH:13]([C:23]3[CH:28]=[CH:27][C:26]([O:42][CH3:41])=[CH:25][CH:24]=3)[C:14]([NH:16][CH:17]3[CH2:18][CH2:19][CH2:20][CH2:21][CH2:22]3)=[O:15])[C:11]=2[CH:29]=1, predict the reactants needed to synthesize it. The reactants are: [CH2:1]([C:8]1[N:12]([CH:13]([CH:23]2[CH2:28][CH2:27][CH2:26][CH2:25][CH2:24]2)[C:14]([NH:16][CH:17]2[CH2:22][CH2:21][CH2:20][CH2:19][CH2:18]2)=[O:15])[C:11]2[CH:29]=[C:30]([Cl:34])[C:31]([F:33])=[CH:32][C:10]=2[N:9]=1)[C:2]1[CH:7]=[CH:6][CH:5]=[CH:4][CH:3]=1.C1([CH:41]=[O:42])CCCCC1.[CH3:43][O:44]C1C=CC(C=O)=CC=1.ClC1C=C(CC(O)=O)C=CC=1.COC(C1C=CC=CC=1)C(O)=O.